Dataset: Full USPTO retrosynthesis dataset with 1.9M reactions from patents (1976-2016). Task: Predict the reactants needed to synthesize the given product. (1) Given the product [F:20][C:19]([F:22])([F:21])[C:16]1[CH:17]=[CH:18][C:13]([C:8]2[CH:9]=[C:10]([C:11]#[N:12])[C:5]3[N:6]([C:2]([C:28]#[C:27][Si:24]([CH3:26])([CH3:25])[CH3:23])=[CH:3][N:4]=3)[CH:7]=2)=[CH:14][CH:15]=1, predict the reactants needed to synthesize it. The reactants are: I[C:2]1[N:6]2[CH:7]=[C:8]([C:13]3[CH:18]=[CH:17][C:16]([C:19]([F:22])([F:21])[F:20])=[CH:15][CH:14]=3)[CH:9]=[C:10]([C:11]#[N:12])[C:5]2=[N:4][CH:3]=1.[CH3:23][Si:24]([C:27]#[CH:28])([CH3:26])[CH3:25]. (2) Given the product [OH:2][C:1]1[CH:9]=[C:7]([OH:8])[CH:6]=[C:4]([OH:5])[C:3]=1[C:18]([CH2:17][C:14]1[CH:15]=[CH:16][C:11]([OH:10])=[CH:12][CH:13]=1)=[O:30], predict the reactants needed to synthesize it. The reactants are: [C:1]1([CH:9]=[C:7]([OH:8])[CH:6]=[C:4]([OH:5])[CH:3]=1)[OH:2].[OH:10][C:11]1[CH:16]=[CH:15][C:14]([CH2:17][C:18]#N)=[CH:13][CH:12]=1.[Cl-].[Al+3].[Cl-].[Cl-].Cl.[Cl-].[Ca+2].[Cl-].C([O:30]CC)C. (3) Given the product [CH2:1]([C:3]1[S:38][C:6]2[N:7]([CH2:13][C:14]3[CH:15]=[CH:16][C:17]([C:20]4[CH:25]=[CH:24][CH:23]=[CH:22][C:21]=4[C:26]4[NH:30][C:29](=[O:37])[O:28][N:27]=4)=[CH:18][CH:19]=3)[C:8](=[O:12])[N:9]([CH2:40][C:41]([C:43]3[CH:52]=[CH:51][CH:50]=[CH:49][C:44]=3[C:45]([OH:47])=[O:46])=[O:42])[C:10](=[O:11])[C:5]=2[CH:4]=1)[CH3:2], predict the reactants needed to synthesize it. The reactants are: [CH2:1]([C:3]1[S:38][C:6]2[N:7]([CH2:13][C:14]3[CH:19]=[CH:18][C:17]([C:20]4[CH:25]=[CH:24][CH:23]=[CH:22][C:21]=4[C:26]4[N:30](COCCOC)[C:29](=[O:37])[O:28][N:27]=4)=[CH:16][CH:15]=3)[C:8](=[O:12])[NH:9][C:10](=[O:11])[C:5]=2[CH:4]=1)[CH3:2].Br[CH2:40][C:41]([C:43]1[CH:52]=[CH:51][CH:50]=[CH:49][C:44]=1[C:45]([O:47]C)=[O:46])=[O:42].CN(C)C=O.[H-].[Na+]. (4) Given the product [CH3:12][C:13]1[C:31]([C:32]([O:34][C:41]2[CH:42]=[CH:43][C:38]([N+:35]([O-:37])=[O:36])=[CH:39][CH:40]=2)=[O:33])=[C:16]2[N:17]=[C:18]([C:21]3[CH:26]=[CH:25][CH:24]=[CH:23][C:22]=3[C:27]([F:28])([F:29])[F:30])[CH:19]=[CH:20][N:15]2[N:14]=1, predict the reactants needed to synthesize it. The reactants are: CCN=C=NCCCN(C)C.[CH3:12][C:13]1[C:31]([C:32]([OH:34])=[O:33])=[C:16]2[N:17]=[C:18]([C:21]3[CH:26]=[CH:25][CH:24]=[CH:23][C:22]=3[C:27]([F:30])([F:29])[F:28])[CH:19]=[CH:20][N:15]2[N:14]=1.[N+:35]([C:38]1[CH:43]=[CH:42][C:41](O)=[CH:40][CH:39]=1)([O-:37])=[O:36]. (5) Given the product [CH:68]1([C@H:63]([NH:62][C:25]([C:14]2[S:15][C:16]([C:18]3[CH:19]=[CH:20][C:21]([F:24])=[CH:22][CH:23]=3)=[CH:17][C:13]=2[NH:12][C:10]([NH:9][C:3]2[C:2]([Cl:1])=[CH:7][CH:6]=[CH:5][C:4]=2[Cl:8])=[O:11])=[O:27])[C:64]([O:66][CH3:67])=[O:65])[CH2:73][CH2:72][CH2:71][CH2:70][CH2:69]1, predict the reactants needed to synthesize it. The reactants are: [Cl:1][C:2]1[CH:7]=[CH:6][CH:5]=[C:4]([Cl:8])[C:3]=1[NH:9][C:10]([NH:12][C:13]1[CH:17]=[C:16]([C:18]2[CH:23]=[CH:22][C:21]([F:24])=[CH:20][CH:19]=2)[S:15][C:14]=1[C:25]([OH:27])=O)=[O:11].CN(C(ON1N=NC2C=CC=NC1=2)=[N+](C)C)C.F[P-](F)(F)(F)(F)F.CCN(C(C)C)C(C)C.Cl.[NH2:62][C@@H:63]([CH:68]1[CH2:73][CH2:72][CH2:71][CH2:70][CH2:69]1)[C:64]([O:66][CH3:67])=[O:65]. (6) Given the product [C:16]([O:15][C:13](=[O:14])[NH:10][C:4]1[CH:3]=[C:2]([F:1])[C:7]([F:8])=[CH:6][C:5]=1[NH2:9])([CH3:19])([CH3:18])[CH3:17], predict the reactants needed to synthesize it. The reactants are: [F:1][C:2]1[C:7]([F:8])=[CH:6][C:5]([NH2:9])=[C:4]([N+:10]([O-])=O)[CH:3]=1.[C:13](O[C:13]([O:15][C:16]([CH3:19])([CH3:18])[CH3:17])=[O:14])([O:15][C:16]([CH3:19])([CH3:18])[CH3:17])=[O:14].FC(F)(F)C(O)=O.[OH-].[Na+].[NH4+].[Cl-]. (7) The reactants are: [F:1][C:2]1[CH:3]=[C:4]2[C:9](=[C:10]([OH:12])[CH:11]=1)[N:8]=[C:7]([CH3:13])[CH:6]=[CH:5]2.C(=O)([O-])[O-].[K+].[K+].C(#N)C.O.Cl[C:25]([F:35])([F:34])C(C1C=CC=CC=1)=O. Given the product [F:34][CH:25]([F:35])[O:12][C:10]1[CH:11]=[C:2]([F:1])[CH:3]=[C:4]2[C:9]=1[N:8]=[C:7]([CH3:13])[CH:6]=[CH:5]2, predict the reactants needed to synthesize it.